Task: Predict the reaction yield, written as a fraction of the theoretical maximum amount of product (1.0 means a 100% yield; for example, 0.34 means a 34% yield).. Dataset: Reaction yield outcomes from USPTO patents with 853,638 reactions (1) The reactants are [F:1][C:2]1[CH:10]=[CH:9][C:8]([C:11]2[CH:16]=[CH:15][CH:14]=[C:13]([F:17])[CH:12]=2)=[CH:7][C:3]=1[C:4]([OH:6])=O.C(Cl)(C(Cl)=O)=O.[NH2:24][C:25]1[C:26]([Cl:33])=[C:27]([OH:32])[CH:28]=[CH:29][C:30]=1[F:31].C([O-])(O)=O.[Na+]. The catalyst is C(Cl)Cl.CN(C=O)C.C1COCC1.O. The product is [Cl:33][C:26]1[C:27]([OH:32])=[CH:28][CH:29]=[C:30]([F:31])[C:25]=1[NH:24][C:4](=[O:6])[C:3]1[CH:7]=[C:8]([C:11]2[CH:16]=[CH:15][CH:14]=[C:13]([F:17])[CH:12]=2)[CH:9]=[CH:10][C:2]=1[F:1]. The yield is 0.260. (2) The reactants are C([O:3][C:4]([C:6]1[S:14][C:13]2[CH:12]=[CH:11][N:10]=[CH:9][C:8]=2[C:7]=1[NH:15][C:16]1[CH:21]=[CH:20][C:19]([S:22][CH3:23])=[CH:18][C:17]=1[F:24])=[O:5])C.[OH-].[Na+]. No catalyst specified. The product is [F:24][C:17]1[CH:18]=[C:19]([S:22][CH3:23])[CH:20]=[CH:21][C:16]=1[NH:15][C:7]1[C:8]2[CH:9]=[N:10][CH:11]=[CH:12][C:13]=2[S:14][C:6]=1[C:4]([OH:5])=[O:3]. The yield is 0.560. (3) The reactants are Cl.[F:2][C:3]1[CH:22]=[CH:21][C:6]([CH2:7][O:8][CH2:9][C:10]([NH:12][CH2:13][CH2:14][CH:15]2[CH2:20][CH2:19][NH:18][CH2:17][CH2:16]2)=[O:11])=[CH:5][CH:4]=1.C(=O)([O-])[O-].[K+].[K+].Br[CH2:30][CH2:31][C:32]1[C:40]2[C:35](=[CH:36][CH:37]=[CH:38][CH:39]=2)[NH:34][CH:33]=1. The catalyst is CN(C)C=O. The product is [NH:34]1[C:35]2[C:40](=[CH:39][CH:38]=[CH:37][CH:36]=2)[C:32]([CH2:31][CH2:30][N:18]2[CH2:17][CH2:16][CH:15]([CH2:14][CH2:13][NH:12][C:10](=[O:11])[CH2:9][O:8][CH2:7][C:6]3[CH:21]=[CH:22][C:3]([F:2])=[CH:4][CH:5]=3)[CH2:20][CH2:19]2)=[CH:33]1. The yield is 0.340. (4) The yield is 0.800. The catalyst is C(Cl)Cl.N1C=CC=CC=1. The product is [Cl:15][C:14]1[CH:13]=[N+:12]([O-:16])[CH:11]=[C:10]([Cl:17])[C:9]=1[CH2:8][C@@H:7]([C:18]1[CH:23]=[CH:22][C:21]([O:24][CH:25]([F:27])[F:26])=[C:20]([O:28][CH2:29][CH:30]2[CH2:32][CH2:31]2)[CH:19]=1)[O:6][C:4](=[O:5])[C@@H:3]([NH:2][S:46]([CH3:45])(=[O:48])=[O:47])[CH2:33][C:34]1[CH:35]=[CH:36][C:37]([O:40][S:41]([CH3:44])(=[O:42])=[O:43])=[CH:38][CH:39]=1. The reactants are Cl.[NH2:2][C@@H:3]([CH2:33][C:34]1[CH:39]=[CH:38][C:37]([O:40][S:41]([CH3:44])(=[O:43])=[O:42])=[CH:36][CH:35]=1)[C:4]([O:6][C@H:7]([C:18]1[CH:23]=[CH:22][C:21]([O:24][CH:25]([F:27])[F:26])=[C:20]([O:28][CH2:29][CH:30]2[CH2:32][CH2:31]2)[CH:19]=1)[CH2:8][C:9]1[C:14]([Cl:15])=[CH:13][N+:12]([O-:16])=[CH:11][C:10]=1[Cl:17])=[O:5].[CH3:45][S:46](Cl)(=[O:48])=[O:47].